This data is from Reaction yield outcomes from USPTO patents with 853,638 reactions. The task is: Predict the reaction yield, written as a fraction of the theoretical maximum amount of product (1.0 means a 100% yield; for example, 0.34 means a 34% yield). (1) The reactants are [C:1]1([C:7]2[N:11]([S:12]([C:15]3[S:16][CH:17]=[CH:18][CH:19]=3)(=[O:14])=[O:13])[CH:10]=[C:9]([C:20](OCC)=[O:21])[CH:8]=2)[CH:6]=[CH:5][CH:4]=[CH:3][CH:2]=1.[H-].C([Al+]CC(C)C)C(C)C.Cl. The catalyst is O1CCCC1.C1(C)C=CC=CC=1. The product is [C:1]1([C:7]2[N:11]([S:12]([C:15]3[S:16][CH:17]=[CH:18][CH:19]=3)(=[O:14])=[O:13])[CH:10]=[C:9]([CH2:20][OH:21])[CH:8]=2)[CH:2]=[CH:3][CH:4]=[CH:5][CH:6]=1. The yield is 0.840. (2) The reactants are [Cl:1][C:2]1[CH:3]=[C:4]2[C:9](=[CH:10][CH:11]=1)[N:8]=[C:7]([CH3:12])[C:6]([C:13](=[O:15])[CH3:14])=[C:5]2[C:16]1[CH:21]=[CH:20][CH:19]=[CH:18][CH:17]=1.[BH4-].[Na+]. The catalyst is CO. The product is [Cl:1][C:2]1[CH:3]=[C:4]2[C:9](=[CH:10][CH:11]=1)[N:8]=[C:7]([CH3:12])[C:6]([CH:13]([OH:15])[CH3:14])=[C:5]2[C:16]1[CH:21]=[CH:20][CH:19]=[CH:18][CH:17]=1. The yield is 0.830. (3) The reactants are [C:1]([O:7][CH2:8][CH3:9])(=[O:6])[CH2:2][C:3]([CH3:5])=O.[Br:10][C:11]1[CH:18]=[CH:17][CH:16]=[CH:15][C:12]=1[CH:13]=O.[CH3:19][O:20][C:21](=[O:26])/[CH:22]=[C:23](\[NH2:25])/[CH3:24].CC(O)=O. The catalyst is CCO.CCOC(C)=O. The product is [Br:10][C:11]1[CH:18]=[CH:17][CH:16]=[CH:15][C:12]=1[CH:13]1[C:22]([C:21]([O:20][CH3:19])=[O:26])=[C:23]([CH3:24])[NH:25][C:3]([CH3:5])=[C:2]1[C:1]([O:7][CH2:8][CH3:9])=[O:6]. The yield is 0.300. (4) The reactants are O.[CH3:2][O:3][C:4]1[CH:9]=[CH:8][C:7]([N:10]2[CH2:15][CH2:14][CH:13]=[CH:12][C:11]2=[O:16])=[CH:6][CH:5]=1.[O:17]=[C:18]([NH:33][C@@H:34]1[CH2:38][CH2:37][NH:36][CH2:35]1)[CH2:19][NH:20][C:21](=[O:32])[C:22]1[CH:27]=[CH:26][CH:25]=[C:24]([C:28]([F:31])([F:30])[F:29])[CH:23]=1.[NH4+].[OH-]. The product is [CH3:2][O:3][C:4]1[CH:5]=[CH:6][C:7]([N:10]2[CH2:15][CH2:14][CH:13]([N:36]3[CH2:37][CH2:38][C@@H:34]([NH:33][C:18](=[O:17])[CH2:19][NH:20][C:21](=[O:32])[C:22]4[CH:27]=[CH:26][CH:25]=[C:24]([C:28]([F:29])([F:31])[F:30])[CH:23]=4)[CH2:35]3)[CH2:12][C:11]2=[O:16])=[CH:8][CH:9]=1. The catalyst is CCOC(C)=O.CO. The yield is 0.530. (5) The reactants are [F:1][C:2]1[CH:3]=[C:4]([CH:8]=[C:9]([Br:11])[CH:10]=1)[CH:5]=[N:6]O. The catalyst is C(#N)C.C([O-])(=O)C.[Cu+2].C([O-])(=O)C. The product is [F:1][C:2]1[CH:3]=[C:4]([CH:8]=[C:9]([Br:11])[CH:10]=1)[C:5]#[N:6]. The yield is 0.890. (6) The reactants are [Al+3].[Cl-].[Cl-].[Cl-].[F:5][C:6]1[CH:7]=[CH:8][CH:9]=[C:10]2[C:15]=1[O:14][CH2:13][CH2:12][C:11]2([CH3:17])[CH3:16].[Br:18][CH2:19][C:20](Br)=[O:21]. The catalyst is ClCCCl. The product is [Br:18][CH2:19][C:20]([C:8]1[CH:9]=[C:10]2[C:15](=[C:6]([F:5])[CH:7]=1)[O:14][CH2:13][CH2:12][C:11]2([CH3:17])[CH3:16])=[O:21]. The yield is 0.642. (7) The product is [NH2:14][C:12]1[C:11]2[C:6](=[CH:7][CH:8]=[CH:9][CH:10]=2)[C:5]([CH2:17][C:18]([O:20][CH2:21][CH3:22])=[O:19])=[C:4]([N+:1]([O-:3])=[O:2])[CH:13]=1. The reactants are [N+:1]([C:4]1[CH:13]=[C:12]([N+:14]([O-])=O)[C:11]2[C:6](=[CH:7][CH:8]=[CH:9][CH:10]=2)[C:5]=1[CH2:17][C:18]([O:20][CH2:21][CH3:22])=[O:19])([O-:3])=[O:2].O. The catalyst is CCO. The yield is 0.110. (8) The reactants are C[N:2]([CH3:5])C=O.P(Cl)(Cl)(Cl)=O.[C:11]1(=O)[CH2:16][CH2:15][CH2:14][CH2:13][CH2:12]1.[ClH:18].NO. The catalyst is O. The product is [Cl:18][C:11]1[CH2:16][CH2:15][CH2:14][CH2:13][C:12]=1[C:5]#[N:2]. The yield is 0.390. (9) The reactants are [C:1]([C:3]1[CH:4]=[C:5]([NH:9][C:10](=[O:13])[CH2:11][CH3:12])[CH:6]=[CH:7][CH:8]=1)#[N:2].NC1C=C([F:23])C=C(C=1)C#N.C(Cl)(=O)CC. No catalyst specified. The product is [C:1]([C:3]1[CH:4]=[C:5]([NH:9][C:10](=[O:13])[CH2:11][CH3:12])[CH:6]=[C:7]([F:23])[CH:8]=1)#[N:2]. The yield is 0.930. (10) The reactants are [H-].[Na+].[C:3]([O:7][C:8](=[O:20])[NH:9][C:10]1([C:13](=[O:19])[NH:14][CH2:15][CH2:16][CH:17]=[CH2:18])[CH2:12][CH2:11]1)([CH3:6])([CH3:5])[CH3:4].FC(F)(F)S(O[CH2:27][CH2:28]OS(C(F)(F)F)(=O)=O)(=O)=O. The catalyst is O1CCCC1. The product is [C:3]([O:7][C:8]([N:9]1[CH2:28][CH2:27][N:14]([CH2:15][CH2:16][CH:17]=[CH2:18])[C:13](=[O:19])[C:10]21[CH2:12][CH2:11]2)=[O:20])([CH3:6])([CH3:4])[CH3:5]. The yield is 0.470.